From a dataset of Forward reaction prediction with 1.9M reactions from USPTO patents (1976-2016). Predict the product of the given reaction. (1) Given the reactants [CH2:1]([O:5][CH2:6][CH2:7][O:8][C:9]1[CH:14]=[CH:13][C:12]([C:15]2[CH:16]=[CH:17][C:18]3[N:24]([CH2:25][CH:26]([CH3:28])[CH3:27])[CH2:23][CH2:22][C:21]([C:29]([NH:31][C:32]4[CH:37]=[CH:36][C:35]([CH2:38][S:39][C:40]5[S:41][CH:42]=[N:43][N:44]=5)=[CH:34][CH:33]=4)=[O:30])=[CH:20][C:19]=3[CH:45]=2)=[CH:11][CH:10]=1)[CH2:2][CH2:3][CH3:4].ClC1C=CC=C(C(OO)=[O:54])C=1.S([O-])([O-])(=O)=S.[Na+].[Na+], predict the reaction product. The product is: [CH2:1]([O:5][CH2:6][CH2:7][O:8][C:9]1[CH:14]=[CH:13][C:12]([C:15]2[CH:16]=[CH:17][C:18]3[N:24]([CH2:25][CH:26]([CH3:27])[CH3:28])[CH2:23][CH2:22][C:21]([C:29]([NH:31][C:32]4[CH:33]=[CH:34][C:35]([CH2:38][S:39]([C:40]5[S:41][CH:42]=[N:43][N:44]=5)=[O:54])=[CH:36][CH:37]=4)=[O:30])=[CH:20][C:19]=3[CH:45]=2)=[CH:11][CH:10]=1)[CH2:2][CH2:3][CH3:4]. (2) Given the reactants [CH2:1]([C@@:3]12[CH2:27][CH2:26][C@@:25]([C:29]([F:32])([F:31])[F:30])([OH:28])[CH2:24][C@H:4]1[CH2:5][CH2:6][CH2:7][C:8]1[C:9]2=[CH:10][C:11]2[CH:12]=[N:13][N:14]([C:17]3[CH:22]=[CH:21][C:20](F)=[CH:19][CH:18]=3)[C:15]=2[CH:16]=1)[CH3:2].[CH3:33][S-:34].[Na+], predict the reaction product. The product is: [CH2:1]([C@@:3]12[CH2:27][CH2:26][C@@:25]([C:29]([F:32])([F:31])[F:30])([OH:28])[CH2:24][C@H:4]1[CH2:5][CH2:6][CH2:7][C:8]1[C:9]2=[CH:10][C:11]2[CH:12]=[N:13][N:14]([C:17]3[CH:22]=[CH:21][C:20]([S:34][CH3:33])=[CH:19][CH:18]=3)[C:15]=2[CH:16]=1)[CH3:2]. (3) Given the reactants Br[C:2]1[CH:7]=[C:6]([C:8]([N:10]2[CH2:15][CH2:14][O:13][CH2:12][CH2:11]2)=[O:9])C=CN=1.[Br:16][C:17]1[N:22]=C(C(O)=O)C=C[CH:18]=1, predict the reaction product. The product is: [Br:16][C:17]1[CH:18]=[CH:2][CH:7]=[C:6]([C:8]([N:10]2[CH2:11][CH2:12][O:13][CH2:14][CH2:15]2)=[O:9])[N:22]=1. (4) Given the reactants C(#N)C.[C:4]([O:8][C:9]([NH:11][C:12]1[CH:17]=[CH:16][C:15]([Cl:18])=[CH:14][C:13]=1[C:19]1[CH:27]=[C:26]2[N:22]([CH:23]([C:28]([OH:30])=[O:29])[CH2:24][CH2:25]2)[C:21](=[O:31])[CH:20]=1)=[O:10])([CH3:7])([CH3:6])[CH3:5].Br[CH2:33][C:34]([C:36]1[CH:37]=[C:38]2[C:42](=[CH:43][CH:44]=1)[NH:41][C:40](=[O:45])[CH2:39]2)=[O:35].C(N(CC)C(C)C)(C)C, predict the reaction product. The product is: [C:4]([O:8][C:9]([NH:11][C:12]1[CH:17]=[CH:16][C:15]([Cl:18])=[CH:14][C:13]=1[C:19]1[CH:27]=[C:26]2[N:22]([CH:23]([C:28]([O:30][CH2:33][C:34](=[O:35])[C:36]3[CH:37]=[C:38]4[C:42](=[CH:43][CH:44]=3)[NH:41][C:40](=[O:45])[CH2:39]4)=[O:29])[CH2:24][CH2:25]2)[C:21](=[O:31])[CH:20]=1)=[O:10])([CH3:7])([CH3:5])[CH3:6]. (5) Given the reactants C[Al](C)C.[Cl-].[NH4+:6].C[O:8][C:9]([C:11]1[C:12]([S:23][CH2:24][C:25]2[CH:30]=[CH:29][C:28]([Cl:31])=[CH:27][CH:26]=2)=[N:13][S:14][C:15]=1[NH:16][C:17]1[N:22]=[CH:21][CH:20]=[CH:19][N:18]=1)=O, predict the reaction product. The product is: [Cl:31][C:28]1[CH:29]=[CH:30][C:25]([CH2:24][S:23][C:12]2[C:11]([C:9]([NH2:6])=[O:8])=[C:15]([NH:16][C:17]3[N:22]=[CH:21][CH:20]=[CH:19][N:18]=3)[S:14][N:13]=2)=[CH:26][CH:27]=1. (6) Given the reactants [CH2:1]([O:8][C:9]([CH2:11][CH2:12][O:13][C:14]1[CH:19]=[CH:18][C:17]([CH2:20][C:21]2[C:22](=[O:29])[NH:23][NH:24][C:25]=2[CH:26]([CH3:28])[CH3:27])=[CH:16][CH:15]=1)=[O:10])[C:2]1[CH:7]=[CH:6][CH:5]=[CH:4][CH:3]=1.[CH3:30][C:31]([O:33][CH2:34][C@H:35]1[O:40][C@H:39](Br)[C@H:38]([O:42][C:43]([CH3:45])=[O:44])[C@@H:37]([O:46][C:47]([CH3:49])=[O:48])[C@H:36]1[O:50][C:51]([CH3:53])=[O:52])=[O:32].CC(OC[C@H]1O[C@H](Br)[C@H](OC(C)=O)[C@@H](OC(C)=O)[C@@H]1OC(C)=O)=O, predict the reaction product. The product is: [C:43]([O:42][C@@H:38]1[C@@H:37]([O:46][C:47](=[O:48])[CH3:49])[C@@H:36]([O:50][C:51](=[O:52])[CH3:53])[C@@H:35]([CH2:34][O:33][C:31](=[O:32])[CH3:30])[O:40][C@H:39]1[O:29][C:22]1[C:21]([CH2:20][C:17]2[CH:16]=[CH:15][C:14]([O:13][CH2:12][CH2:11][C:9]([O:8][CH2:1][C:2]3[CH:7]=[CH:6][CH:5]=[CH:4][CH:3]=3)=[O:10])=[CH:19][CH:18]=2)=[C:25]([CH:26]([CH3:27])[CH3:28])[NH:24][N:23]=1)(=[O:44])[CH3:45]. (7) Given the reactants [CH3:1][O:2][C:3]1[N:12]=[C:11]2[C:6]([CH2:7][CH2:8][C:9](=[O:17])[N:10]2[CH2:13][CH:14]2[CH2:16][O:15]2)=[CH:5][CH:4]=1.[NH:18]1[CH2:23][CH2:22][CH:21]([NH:24][C:25](=[O:31])[O:26][C:27]([CH3:30])([CH3:29])[CH3:28])[CH2:20][CH2:19]1, predict the reaction product. The product is: [OH:15][CH:14]([CH2:13][N:10]1[C:11]2[C:6](=[CH:5][CH:4]=[C:3]([O:2][CH3:1])[N:12]=2)[CH2:7][CH2:8][C:9]1=[O:17])[CH2:16][N:18]1[CH2:19][CH2:20][CH:21]([NH:24][C:25](=[O:31])[O:26][C:27]([CH3:29])([CH3:28])[CH3:30])[CH2:22][CH2:23]1. (8) Given the reactants [Cl:1][C:2]1[CH:3]=[CH:4][C:5]([C:8]([OH:10])=O)=[N:6][CH:7]=1.[CH2:11]1[O:22][CH:14]([C:15]2[CH:20]=[CH:19][CH:18]=[C:17]([NH2:21])[CH:16]=2)[O:13][CH2:12]1, predict the reaction product. The product is: [O:13]1[CH2:12][CH2:11][O:22][CH:14]1[C:15]1[CH:16]=[C:17]([NH:21][C:8]([C:5]2[CH:4]=[CH:3][C:2]([Cl:1])=[CH:7][N:6]=2)=[O:10])[CH:18]=[CH:19][CH:20]=1. (9) Given the reactants [F:1][C:2]1[CH:7]=[CH:6][C:5]([C:8](=[O:19])[CH2:9][C:10]2[CH:18]=[CH:17][C:13]([C:14]([OH:16])=O)=[CH:12][CH:11]=2)=[CH:4][CH:3]=1.[CH2:20]([NH:22][CH2:23][CH3:24])[CH3:21].O=C1N(P(Cl)(N2CCOC2=O)=O)CCO1.Cl, predict the reaction product. The product is: [CH2:20]([N:22]([CH2:23][CH3:24])[C:14](=[O:16])[C:13]1[CH:12]=[CH:11][C:10]([CH2:9][C:8]([C:5]2[CH:4]=[CH:3][C:2]([F:1])=[CH:7][CH:6]=2)=[O:19])=[CH:18][CH:17]=1)[CH3:21].